From a dataset of Reaction yield outcomes from USPTO patents with 853,638 reactions. Predict the reaction yield, written as a fraction of the theoretical maximum amount of product (1.0 means a 100% yield; for example, 0.34 means a 34% yield). (1) The reactants are B(Br)(Br)[Br:2].[CH2:5]([C:7]1[CH:12]=[C:11]([O:13]C)[C:10]([F:15])=[CH:9][C:8]=1[C:16]1[CH:24]=[C:23]2[C:19]([C:20]([C:25]3[NH:26][C:27]4[CH2:32][CH2:31][NH:30][CH2:29][C:28]=4[N:33]=3)=[N:21][NH:22]2)=[CH:18][CH:17]=1)[CH3:6]. The catalyst is C(Cl)Cl. The product is [BrH:2].[BrH:2].[BrH:2].[CH2:5]([C:7]1[C:8]([C:16]2[CH:24]=[C:23]3[C:19]([C:20]([C:25]4[NH:26][C:27]5[CH2:32][CH2:31][NH:30][CH2:29][C:28]=5[N:33]=4)=[N:21][NH:22]3)=[CH:18][CH:17]=2)=[CH:9][C:10]([F:15])=[C:11]([OH:13])[CH:12]=1)[CH3:6]. The yield is 0.940. (2) The reactants are [CH2:1]([NH:13][C:14]([C:16]1[CH:17]=[C:18]([C:27]2[CH:32]=[CH:31][CH:30]=[C:29]([C:33]([F:36])([F:35])[F:34])[CH:28]=2)[C:19]([O:23][CH2:24][CH2:25][NH2:26])=[C:20]([Br:22])[CH:21]=1)=[O:15])[CH2:2][CH2:3][CH2:4][CH2:5][CH2:6][CH2:7][CH2:8][CH2:9][CH2:10][CH2:11][CH3:12].C(N(CC)CC)C.Cl[C:45]([O:47][CH3:48])=[O:46]. The catalyst is C1COCC1. The product is [CH3:48][O:47][C:45](=[O:46])[NH:26][CH2:25][CH2:24][O:23][C:19]1[C:20]([Br:22])=[CH:21][C:16]([C:14](=[O:15])[NH:13][CH2:1][CH2:2][CH2:3][CH2:4][CH2:5][CH2:6][CH2:7][CH2:8][CH2:9][CH2:10][CH2:11][CH3:12])=[CH:17][C:18]=1[C:27]1[CH:32]=[CH:31][CH:30]=[C:29]([C:33]([F:36])([F:34])[F:35])[CH:28]=1. The yield is 0.930. (3) The reactants are C(OC([NH:8][CH2:9][CH:10]1[CH2:15][CH2:14][N:13]([C:16]2[N:20]([CH3:21])[N:19]=[CH:18][C:17]=2[NH:22][C:23]([C:25]2[N:26]=[C:27](Br)[S:28][C:29]=2[NH:30]C(=O)OC(C)(C)C)=[O:24])[CH2:12][CH2:11]1)=O)CCC.[F:39][C:40]1[CH:41]=[CH:42][C:43]([OH:49])=[C:44](B(O)O)[CH:45]=1. No catalyst specified. The product is [NH2:30][C:29]1[S:28][C:27]([C:42]2[CH:41]=[C:40]([F:39])[CH:45]=[CH:44][C:43]=2[OH:49])=[N:26][C:25]=1[C:23]([NH:22][C:17]1[CH:18]=[N:19][N:20]([CH3:21])[C:16]=1[N:13]1[CH2:12][CH2:11][CH:10]([CH2:9][NH2:8])[CH2:15][CH2:14]1)=[O:24]. The yield is 0.200. (4) The reactants are Cl[C:2]1[CH:7]=[CH:6][C:5]([C:8]2[O:9][C:10]([C:13]3[C:14]([C:19]4[CH:24]=[CH:23][CH:22]=[CH:21][CH:20]=4)=[N:15][O:16][C:17]=3[CH3:18])=[N:11][N:12]=2)=[CH:4][N:3]=1.[OH:25][CH:26]1[CH2:31][CH2:30][NH:29][CH2:28][CH2:27]1. No catalyst specified. The product is [CH3:18][C:17]1[O:16][N:15]=[C:14]([C:19]2[CH:24]=[CH:23][CH:22]=[CH:21][CH:20]=2)[C:13]=1[C:10]1[O:9][C:8]([C:5]2[CH:6]=[CH:7][C:2]([N:29]3[CH2:30][CH2:31][CH:26]([OH:25])[CH2:27][CH2:28]3)=[N:3][CH:4]=2)=[N:12][N:11]=1. The yield is 0.0700. (5) The reactants are [CH3:1][O:2][C@@H:3]1[C@@H:7]([CH2:8][OH:9])[O:6][C@@H:5]([N:10]2[C:19]3[N:18]=[CH:17][N:16]=[C:14]([NH2:15])[C:13]=3[N:12]=[CH:11]2)[C@@H:4]1[OH:20].[Si:21](Cl)([C:24]([CH3:27])([CH3:26])[CH3:25])([CH3:23])[CH3:22]. The catalyst is N1C=CC=CC=1.CO. The product is [Si:21]([O:9][CH2:8][C@H:7]1[O:6][C@@H:5]([N:10]2[C:19]3[N:18]=[CH:17][N:16]=[C:14]([NH2:15])[C:13]=3[N:12]=[CH:11]2)[C@H:4]([OH:20])[C@@H:3]1[O:2][CH3:1])([C:24]([CH3:27])([CH3:26])[CH3:25])([CH3:23])[CH3:22]. The yield is 0.720. (6) The reactants are Cl.[Cl:2][C:3]1[C:8]([C:9]([NH2:11])=[NH:10])=[CH:7][N:6]=[C:5]([O:12][CH3:13])[CH:4]=1.C(=O)(O)[O-].[K+].Cl[CH2:20][C:21]([C:23]1[N:24]([CH:28]([CH3:30])[CH3:29])[N:25]=[CH:26][N:27]=1)=O. The catalyst is C1COCC1.O. The product is [Cl:2][C:3]1[C:8]([C:9]2[NH:11][CH:20]=[C:21]([C:23]3[N:24]([CH:28]([CH3:30])[CH3:29])[N:25]=[CH:26][N:27]=3)[N:10]=2)=[CH:7][N:6]=[C:5]([O:12][CH3:13])[CH:4]=1. The yield is 0.540. (7) The reactants are [CH3:1][NH:2][C@@H:3]1[C:8]2[CH:9]=[CH:10][CH:11]=[CH:12][C:7]=2[C@H:6]([C:13]2[CH:14]=[CH:15][C:16]([Cl:20])=[C:17]([Cl:19])[CH:18]=2)[CH2:5][CH2:4]1.[ClH:21]. The catalyst is C(O)C. The product is [CH3:1][NH:2][C@@H:3]1[C:8]2[CH:9]=[CH:10][CH:11]=[CH:12][C:7]=2[C@H:6]([C:13]2[CH:14]=[CH:15][C:16]([Cl:20])=[C:17]([Cl:19])[CH:18]=2)[CH2:5][CH2:4]1.[ClH:21]. The yield is 0.870. (8) The reactants are [F:1][C:2]([F:15])([F:14])[C:3]1[C:12]2[C:7](=[C:8]([NH2:13])[CH:9]=[CH:10][CH:11]=2)[N:6]=[CH:5][CH:4]=1.[N+:16]([C:19]1[CH:24]=[CH:23][CH:22]=[CH:21][C:20]=1[S:25](Cl)(=[O:27])=[O:26])([O-:18])=[O:17].N1C=CC=CC=1. The catalyst is CN(C1C=CN=CC=1)C.C(Cl)Cl. The product is [N+:16]([C:19]1[CH:24]=[CH:23][CH:22]=[CH:21][C:20]=1[S:25]([NH:13][C:8]1[CH:9]=[CH:10][CH:11]=[C:12]2[C:7]=1[N:6]=[CH:5][CH:4]=[C:3]2[C:2]([F:1])([F:14])[F:15])(=[O:27])=[O:26])([O-:18])=[O:17]. The yield is 0.600.